This data is from Experimentally validated miRNA-target interactions with 360,000+ pairs, plus equal number of negative samples. The task is: Binary Classification. Given a miRNA mature sequence and a target amino acid sequence, predict their likelihood of interaction. The miRNA is hsa-miR-25-3p with sequence CAUUGCACUUGUCUCGGUCUGA. The protein sequence of the target gene is MASEGPREPESEGIKLSADVKPFVPRFAGLNVAWLESSEACVFPSSAATYYPFVQEPPVTEQKIYTEDMAFGASTFPPQYLSSEITLHPYAYSPYTLDSTQNVYSVPGSQYLYNQPSCYRGFQTVKHRNENTCPLPQEMKALFKKKTYDEKKTYDQQKFDSERADGTISSEIKSARGSHHLSIYAENSLKSDGYHKRTDRKSRIIAKNVSTSKPEFEFTTLDFPELQGAENNMSEIQKQPKWGPVHSVSTDISLLREVVKPAAVLSKGEIVVKNNPNESVTANAATNSPSCTRELSWTPM.... Result: 0 (no interaction).